Dataset: Forward reaction prediction with 1.9M reactions from USPTO patents (1976-2016). Task: Predict the product of the given reaction. (1) Given the reactants [Cl:1][C:2]1[CH:27]=[CH:26][C:5]([O:6][C:7]2[CH:12]=[CH:11][C:10]([C:13]3[N:18]=[C:17]([C:19]([NH2:21])=[O:20])[CH:16]=[C:15]([C@@H:22]([OH:25])[CH2:23][OH:24])[N:14]=3)=[CH:9][CH:8]=2)=[C:4]([F:28])[CH:3]=1.CC[C@H]1[C@H]2C[C@H]([C@H](OC3C4C(=CC=CC=4)C(O[C@H](C4C=CN=C5C=4C=C(OC)C=C5)[C@@H]4N5C[C@H](CC)[C@@H](CC5)C4)=NN=3)C3C=CN=C4C=3C=C(OC)C=C4)N(CC2)C1, predict the reaction product. The product is: [Cl:1][C:2]1[CH:27]=[CH:26][C:5]([O:6][C:7]2[CH:8]=[CH:9][C:10]([C:13]3[N:18]=[C:17]([C:19]([NH2:21])=[O:20])[CH:16]=[C:15]([C@H:22]([OH:25])[CH2:23][OH:24])[N:14]=3)=[CH:11][CH:12]=2)=[C:4]([F:28])[CH:3]=1. (2) Given the reactants [N:1]1([CH2:7][CH2:8][OH:9])[CH2:6][CH2:5][CH2:4][CH2:3][CH2:2]1.[H-].[Na+].[F:12][C:13]1[C:18](F)=[CH:17][C:16]([NH2:20])=[C:15]([N+:21]([O-:23])=[O:22])[CH:14]=1.C(=O)(O)[O-].[Na+], predict the reaction product. The product is: [F:12][C:13]1[C:18]([O:9][CH2:8][CH2:7][N:1]2[CH2:6][CH2:5][CH2:4][CH2:3][CH2:2]2)=[CH:17][C:16]([NH2:20])=[C:15]([N+:21]([O-:23])=[O:22])[CH:14]=1. (3) The product is: [C:1]([O:5][C:6]([N:8]1[CH2:13][CH2:12][N:11]([S:14]([C:17]2[CH:18]=[CH:19][C:20]([NH:23][C:33](=[O:36])[CH:34]=[CH2:35])=[CH:21][CH:22]=2)(=[O:16])=[O:15])[CH2:10][CH2:9]1)=[O:7])([CH3:4])([CH3:2])[CH3:3]. Given the reactants [C:1]([O:5][C:6]([N:8]1[CH2:13][CH2:12][N:11]([S:14]([C:17]2[CH:22]=[CH:21][C:20]([NH2:23])=[CH:19][CH:18]=2)(=[O:16])=[O:15])[CH2:10][CH2:9]1)=[O:7])([CH3:4])([CH3:3])[CH3:2].C(N(C(C)C)CC)(C)C.[C:33](Cl)(=[O:36])[CH:34]=[CH2:35], predict the reaction product.